This data is from NCI-60 drug combinations with 297,098 pairs across 59 cell lines. The task is: Regression. Given two drug SMILES strings and cell line genomic features, predict the synergy score measuring deviation from expected non-interaction effect. Drug 1: C1CCC(C1)C(CC#N)N2C=C(C=N2)C3=C4C=CNC4=NC=N3. Drug 2: B(C(CC(C)C)NC(=O)C(CC1=CC=CC=C1)NC(=O)C2=NC=CN=C2)(O)O. Cell line: NCIH23. Synergy scores: CSS=12.9, Synergy_ZIP=-3.27, Synergy_Bliss=-3.33, Synergy_Loewe=-1.53, Synergy_HSA=-1.49.